Dataset: Forward reaction prediction with 1.9M reactions from USPTO patents (1976-2016). Task: Predict the product of the given reaction. (1) Given the reactants Cl[C:2]1[CH:3]=[C:4]([CH:21]=[C:22](B2OC(C)(C)C(C)(C)O2)[CH:23]=1)[CH2:5][O:6][C:7]1[CH:12]=[CH:11][CH:10]=[CH:9][C:8]=1[CH2:13][C:14]([O:16][C:17]([CH3:20])([CH3:19])[CH3:18])=[O:15].[O:33]1[CH2:37][CH2:36][CH2:35][C@H:34]1[CH2:38][NH2:39].C([O-])([O-])=O.[Cs+].[Cs+].Cl.Br[C:48]1[C:49]([F:58])=[C:50]([CH:54]([NH2:57])[CH2:55][F:56])[CH:51]=[CH:52][CH:53]=1.C(Cl)Cl.[O-]P([O-])([O-])=O.[K+].[K+].[K+], predict the reaction product. The product is: [NH2:57][CH:54]([C:50]1[C:49]([F:58])=[C:48]([C:2]2[CH:23]=[C:22]([NH:39][CH2:38][C@@H:34]3[CH2:35][CH2:36][CH2:37][O:33]3)[CH:21]=[C:4]([CH2:5][O:6][C:7]3[CH:12]=[CH:11][CH:10]=[CH:9][C:8]=3[CH2:13][C:14]([O:16][C:17]([CH3:20])([CH3:18])[CH3:19])=[O:15])[CH:3]=2)[CH:53]=[CH:52][CH:51]=1)[CH2:55][F:56]. (2) Given the reactants [Br:1][C:2]1[C:3]([CH3:9])=[N:4][C:5](Br)=[CH:6][CH:7]=1.[CH:10]1(B(O)O)[CH2:12][CH2:11]1.C([O-])([O-])=O.[Cs+].[Cs+], predict the reaction product. The product is: [Br:1][C:2]1[C:3]([CH3:9])=[N:4][C:5]([CH:10]2[CH2:12][CH2:11]2)=[CH:6][CH:7]=1. (3) Given the reactants Br[C:2]1[C:7]([Cl:8])=[CH:6][C:5]([Cl:9])=[CH:4][N:3]=1.[F:10][C:11]([F:22])([F:21])[C:12]1[CH:20]=[CH:19][CH:18]=[CH:17][C:13]=1[C:14]([NH2:16])=[O:15].[Cl-].[NH4+].O.[O:26]1CC[CH2:28][CH2:27]1, predict the reaction product. The product is: [Cl:8][C:7]1[C:2]([C:27](=[O:26])[CH2:28][NH:16][C:14](=[O:15])[C:13]2[CH:17]=[CH:18][CH:19]=[CH:20][C:12]=2[C:11]([F:21])([F:22])[F:10])=[N:3][CH:4]=[C:5]([Cl:9])[CH:6]=1. (4) Given the reactants C([NH:8][CH:9]1[CH2:12][CH:11]([CH2:13][O:14][CH2:15][C:16]2[CH:21]=[CH:20][CH:19]=[CH:18][CH:17]=2)[CH:10]1[F:22])C1C=CC=CC=1.CCN(CC)CC.[N+](C1C=CC([N:39]([CH2:43][C:44]2[CH:49]=[CH:48][CH:47]=[CH:46][CH:45]=2)[C:40](=[O:42])[O-])=CC=1)([O-])=O, predict the reaction product. The product is: [CH2:43]([NH:39][C:40]([NH:8][CH:9]1[CH2:12][CH:11]([CH2:13][O:14][CH2:15][C:16]2[CH:21]=[CH:20][CH:19]=[CH:18][CH:17]=2)[CH:10]1[F:22])=[O:42])[C:44]1[CH:45]=[CH:46][CH:47]=[CH:48][CH:49]=1. (5) The product is: [CH2:1]([O:3][C:4](=[O:13])[CH2:5][C:10]1[CH:11]=[N:21][N:20]([C:14]2[CH:19]=[CH:18][CH:17]=[CH:16][CH:15]=2)[C:22]=1[CH3:23])[CH3:2]. Given the reactants [CH2:1]([O:3][C:4](=[O:13])[C:5]([C:10](=O)[CH3:11])=CN(C)C)[CH3:2].[C:14]1([NH:20][NH2:21])[CH:19]=[CH:18][CH:17]=[CH:16][CH:15]=1.[CH3:22][CH2:23]O, predict the reaction product.